Dataset: Reaction yield outcomes from USPTO patents with 853,638 reactions. Task: Predict the reaction yield, written as a fraction of the theoretical maximum amount of product (1.0 means a 100% yield; for example, 0.34 means a 34% yield). (1) The reactants are [NH2:1][C:2]1[C:7]([NH2:8])=[C:6]([NH:9][C@@H:10]2[C@@H:15]3[CH2:16][C@@H:12]([CH:13]=[CH:14]3)[C@@H:11]2[C:17]([NH2:19])=[O:18])[C:5]([Br:20])=[CH:4][N:3]=1.[CH3:21][O:22][C:23]1[CH:30]=[CH:29][CH:28]=[C:27]([O:31][CH3:32])[C:24]=1[CH:25]=O. No catalyst specified. The product is [Br:20][C:5]1[C:6]([NH:9][C@@H:10]2[C@@H:15]3[CH2:16][C@@H:12]([CH:13]=[CH:14]3)[C@@H:11]2[C:17]([NH2:19])=[O:18])=[C:7]2[N:8]=[C:25]([C:24]3[C:27]([O:31][CH3:32])=[CH:28][CH:29]=[CH:30][C:23]=3[O:22][CH3:21])[NH:1][C:2]2=[N:3][CH:4]=1. The yield is 0.680. (2) The reactants are Br[C:2]1[CH:18]=[C:17]([CH3:19])[C:5]2[N:6]=[C:7]([NH:10][C:11]3[CH:16]=[CH:15][CH:14]=[CH:13][CH:12]=3)[N:8]=[N:9][C:4]=2[CH:3]=1.[F:20][C:21]1[CH:26]=[CH:25][CH:24]=[C:23]([O:27][CH3:28])[C:22]=1B(O)O.C(=O)([O-])[O-].[K+].[K+].C1(P(C2C=CC=CC=2)C2C=CC=CC=2)C=CC=CC=1. The catalyst is CN(C)C(=O)C.C(O)C.O.[Pd].[Pd].C(=CC(C=CC1C=CC=CC=1)=O)C1C=CC=CC=1.C(=CC(C=CC1C=CC=CC=1)=O)C1C=CC=CC=1.C(=CC(C=CC1C=CC=CC=1)=O)C1C=CC=CC=1. The product is [F:20][C:21]1[CH:26]=[CH:25][CH:24]=[C:23]([O:27][CH3:28])[C:22]=1[C:2]1[CH:18]=[C:17]([CH3:19])[C:5]2[N:6]=[C:7]([NH:10][C:11]3[CH:16]=[CH:15][CH:14]=[CH:13][CH:12]=3)[N:8]=[N:9][C:4]=2[CH:3]=1. The yield is 0.175. (3) The reactants are [F:1][C:2]([F:18])([F:17])[C:3]1[CH:4]=[C:5]([CH:8]=[C:9]([C:13]([F:16])([F:15])[F:14])[C:10]=1OC)[CH:6]=[O:7].B(Br)(Br)Br.[OH2:23]. The catalyst is ClCCl. The product is [OH:23][C:4]1[C:3]([C:2]([F:18])([F:17])[F:1])=[CH:10][C:9]([C:13]([F:16])([F:15])[F:14])=[CH:8][C:5]=1[CH:6]=[O:7]. The yield is 0.700. (4) The reactants are [F-].[K+].[Cl:3][C:4]1[C:12]2[O:11][CH:10]=[CH:9][C:8]=2[C:7](B2OCC(C)(C)CO2)=[CH:6][CH:5]=1.O.O.O.O.P(C1C=C(S([O-])(=O)=O)C=CC=1)(C1C=C(S([O-])(=O)=O)C=CC=1)C1C=C(S([O-])(=O)=O)C=CC=1.[Na+].[Na+].[Na+].[NH2:59][C:60]1[C:65]([F:66])=[C:64](Cl)[N:63]=[C:62]([C:68]([O:70][CH3:71])=[O:69])[C:61]=1[Cl:72]. The catalyst is C(O[Pd]OC(=O)C)(=O)C.O.C(OCC)(=O)C.C(#N)C. The product is [NH2:59][C:60]1[C:65]([F:66])=[C:64]([C:7]2[C:8]3[CH:9]=[CH:10][O:11][C:12]=3[C:4]([Cl:3])=[CH:5][CH:6]=2)[N:63]=[C:62]([C:68]([O:70][CH3:71])=[O:69])[C:61]=1[Cl:72]. The yield is 0.125. (5) The reactants are [F:1][C:2]1[CH:7]=[CH:6][C:5]([C:8]2[N:9]=[C:10]([CH2:13][C:14]#[N:15])[S:11][CH:12]=2)=[CH:4][CH:3]=1.CO.Cl. The catalyst is O1CCCC1. The product is [F:1][C:2]1[CH:3]=[CH:4][C:5]([C:8]2[N:9]=[C:10]([CH2:13][CH2:14][NH2:15])[S:11][CH:12]=2)=[CH:6][CH:7]=1. The yield is 0.250. (6) The reactants are [C:1]([C:5]1[CH:6]=[C:7]([C:19]2[N:23]([CH2:24][CH:25]3[CH2:30][CH2:29][CH2:28][CH2:27][CH2:26]3)[C:22]([CH3:31])=[C:21]([S:32]([NH:35][CH2:36][C:37]([CH3:43])([CH3:42])[C:38]([O:40]C)=[O:39])(=[O:34])=[O:33])[CH:20]=2)[CH:8]=[CH:9][C:10]=1[S:11](=[O:18])(=[O:17])[NH:12][C:13]([CH3:16])([CH3:15])[CH3:14])([CH3:4])([CH3:3])[CH3:2].[OH-].[Na+]. The catalyst is CO. The product is [C:1]([C:5]1[CH:6]=[C:7]([C:19]2[N:23]([CH2:24][CH:25]3[CH2:30][CH2:29][CH2:28][CH2:27][CH2:26]3)[C:22]([CH3:31])=[C:21]([S:32]([NH:35][CH2:36][C:37]([CH3:43])([CH3:42])[C:38]([OH:40])=[O:39])(=[O:34])=[O:33])[CH:20]=2)[CH:8]=[CH:9][C:10]=1[S:11](=[O:18])(=[O:17])[NH:12][C:13]([CH3:15])([CH3:16])[CH3:14])([CH3:2])([CH3:3])[CH3:4]. The yield is 0.650.